From a dataset of Forward reaction prediction with 1.9M reactions from USPTO patents (1976-2016). Predict the product of the given reaction. (1) Given the reactants [CH3:1][O:2][C:3]1[C:4]([CH3:25])=[CH:5][C:6]([CH2:12][C:13]2[C:14]([CH3:24])=[N:15][N:16]([CH2:19][CH2:20][C:21]([OH:23])=O)[C:17]=2[CH3:18])=[C:7]2[C:11]=1[CH2:10][CH2:9][CH2:8]2.C(C1NC=CN=1)(C1NC=CN=1)=O.[CH:38]([NH2:41])([CH3:40])[CH3:39].O, predict the reaction product. The product is: [CH:38]([NH:41][C:21](=[O:23])[CH2:20][CH2:19][N:16]1[C:17]([CH3:18])=[C:13]([CH2:12][C:6]2[CH:5]=[C:4]([CH3:25])[C:3]([O:2][CH3:1])=[C:11]3[C:7]=2[CH2:8][CH2:9][CH2:10]3)[C:14]([CH3:24])=[N:15]1)([CH3:40])[CH3:39]. (2) Given the reactants [CH2:1]([O:8][C:9]([N:11]1[CH2:15][CH2:14][C@@H:13]([NH:16][C:17]([O:19][CH2:20][C:21]2[CH:26]=[CH:25][CH:24]=[CH:23][CH:22]=2)=[O:18])[C@H:12]1[CH2:27][OH:28])=[O:10])[C:2]1[CH:7]=[CH:6][CH:5]=[CH:4][CH:3]=1.N1C=CC=CC=1.[C:35]1([CH3:45])[CH:40]=[CH:39][C:38]([S:41](Cl)(=[O:43])=[O:42])=[CH:37][CH:36]=1, predict the reaction product. The product is: [CH2:1]([O:8][C:9]([N:11]1[CH2:15][CH2:14][C@@H:13]([NH:16][C:17]([O:19][CH2:20][C:21]2[CH:26]=[CH:25][CH:24]=[CH:23][CH:22]=2)=[O:18])[C@H:12]1[CH2:27][O:28][S:41]([C:38]1[CH:39]=[CH:40][C:35]([CH3:45])=[CH:36][CH:37]=1)(=[O:43])=[O:42])=[O:10])[C:2]1[CH:3]=[CH:4][CH:5]=[CH:6][CH:7]=1. (3) Given the reactants Cl[N:2]1[CH2:7][CH2:6][C:5]2([O:12][C:11]3[CH:13]=[CH:14][CH:15]=[CH:16][C:10]=3[N:9]3[CH:17]=[CH:18][CH:19]=[C:8]23)[CH2:4][CH2:3]1.[F:20][C:21]1[CH:29]=[CH:28][C:27]([O:30][CH3:31])=[CH:26][C:22]=1[C:23](O)=[O:24].CCN=C=NCCCN(C)C.CCN(CC)CC.C(Cl)[Cl:51], predict the reaction product. The product is: [Cl:51][C:14]1[CH:15]=[CH:16][C:10]2[N:9]3[CH:17]=[CH:18][CH:19]=[C:8]3[C:5]3([CH2:6][CH2:7][N:2]([C:23]([C:22]4[CH:26]=[C:27]([O:30][CH3:31])[CH:28]=[CH:29][C:21]=4[F:20])=[O:24])[CH2:3][CH2:4]3)[O:12][C:11]=2[CH:13]=1. (4) Given the reactants Cl[C:2]1[N:7]=[C:6]([NH:8][CH3:9])[C:5]([C:10]([F:13])([F:12])[F:11])=[CH:4][N:3]=1.[NH2:14][C:15]1[CH:20]=[CH:19][C:18]([C:21]([N:23]2[CH2:28][CH2:27][O:26][CH2:25][CH2:24]2)=[O:22])=[CH:17][C:16]=1[O:29][CH2:30][CH2:31][F:32].FC(F)(F)C(O)=O, predict the reaction product. The product is: [F:32][CH2:31][CH2:30][O:29][C:16]1[CH:17]=[C:18]([C:21]([N:23]2[CH2:24][CH2:25][O:26][CH2:27][CH2:28]2)=[O:22])[CH:19]=[CH:20][C:15]=1[NH:14][C:2]1[N:7]=[C:6]([NH:8][CH3:9])[C:5]([C:10]([F:13])([F:12])[F:11])=[CH:4][N:3]=1.